Dataset: Full USPTO retrosynthesis dataset with 1.9M reactions from patents (1976-2016). Task: Predict the reactants needed to synthesize the given product. (1) Given the product [CH3:36][O:35][CH2:34][C:29]1[CH:30]=[CH:31][CH:32]=[CH:33][C:28]=1[C:27]1[N:22]2[N:21]=[C:20]([NH:19][C:16]3[CH:17]=[CH:18][C:11]4[CH2:10][CH2:9][NH:8][CH2:14][CH2:13][C:12]=4[CH:15]=3)[N:37]=[C:23]2[CH:24]=[CH:25][CH:26]=1, predict the reactants needed to synthesize it. The reactants are: C(OC([N:8]1[CH2:14][CH2:13][C:12]2[CH:15]=[C:16]([NH:19][C:20]3[N:37]=[C:23]4[CH:24]=[CH:25][CH:26]=[C:27]([C:28]5[CH:33]=[CH:32][CH:31]=[CH:30][C:29]=5[CH2:34][O:35][CH3:36])[N:22]4[N:21]=3)[CH:17]=[CH:18][C:11]=2[CH2:10][CH2:9]1)=O)(C)(C)C. (2) Given the product [NH2:20][C:19]1[C:10]([C:8]([C:4]2[CH:5]=[CH:6][CH:7]=[C:2]([F:1])[CH:3]=2)=[O:9])=[CH:11][CH:12]=[C:13]2[C:18]=1[N:17]=[CH:16][CH:15]=[CH:14]2, predict the reactants needed to synthesize it. The reactants are: [F:1][C:2]1[CH:3]=[C:4]([C:8]([C:10]2[C:19]([N+:20]([O-])=O)=[C:18]3[C:13]([CH:14]=[CH:15][CH:16]=[N:17]3)=[CH:12][CH:11]=2)=[O:9])[CH:5]=[CH:6][CH:7]=1.